From a dataset of Blood-brain barrier permeability classification from the B3DB database. Regression/Classification. Given a drug SMILES string, predict its absorption, distribution, metabolism, or excretion properties. Task type varies by dataset: regression for continuous measurements (e.g., permeability, clearance, half-life) or binary classification for categorical outcomes (e.g., BBB penetration, CYP inhibition). Dataset: b3db_classification. The compound is Fc1ccc([C@@H]2CCNC[C@H]2COc2ccc3c(c2)OCO3)cc1. The result is 1 (penetrates BBB).